Dataset: Forward reaction prediction with 1.9M reactions from USPTO patents (1976-2016). Task: Predict the product of the given reaction. (1) Given the reactants Br[C:2]1[C:7]([N:8]([CH2:23][O:24][CH3:25])[S:9]([C:12]2[CH:17]=[CH:16][C:15]([Cl:18])=[C:14]([C:19]([F:22])([F:21])[F:20])[CH:13]=2)(=[O:11])=[O:10])=[CH:6][C:5]([CH3:26])=[CH:4][N:3]=1.C([Mg]Cl)(C)C.[CH3:32][N:33]([CH:35]=[N:36][C:37]1[CH:38]=[C:39]([CH:46]=[CH:47][N:48]=1)[C:40](N(OC)C)=[O:41])[CH3:34], predict the reaction product. The product is: [Cl:18][C:15]1[CH:16]=[CH:17][C:12]([S:9]([N:8]([C:7]2[C:2]([C:40]([C:39]3[CH:46]=[CH:47][N:48]=[C:37]([N:36]=[CH:35][N:33]([CH3:34])[CH3:32])[CH:38]=3)=[O:41])=[N:3][CH:4]=[C:5]([CH3:26])[CH:6]=2)[CH2:23][O:24][CH3:25])(=[O:11])=[O:10])=[CH:13][C:14]=1[C:19]([F:22])([F:21])[F:20]. (2) Given the reactants [CH3:1][N:2]([C:8]1[CH:13]=[CH:12][C:11]([N+:14]([O-:16])=[O:15])=[CH:10][CH:9]=1)[CH2:3][CH2:4][C:5](Cl)=[O:6].C(N(CC)CC)C.[CH3:24][C:25]1[CH:30]=[C:29]([CH3:31])[N:28]=[C:27]([NH:32][CH3:33])[CH:26]=1, predict the reaction product. The product is: [CH3:24][C:25]1[CH:30]=[C:29]([CH3:31])[N:28]=[C:27]([N:32]([CH3:33])[C:5](=[O:6])[CH2:4][CH2:3][N:2]([CH3:1])[C:8]2[CH:13]=[CH:12][C:11]([N+:14]([O-:16])=[O:15])=[CH:10][CH:9]=2)[CH:26]=1. (3) Given the reactants C[Al](C)C.[Br:5][C:6]1[CH:32]=[CH:31][C:9]([CH2:10][NH:11][C:12]2[C:13]([NH2:30])=[CH:14][C:15]([O:18][CH2:19][C:20]3[CH:29]=[CH:28][C:27]4[C:22](=[CH:23][CH:24]=[CH:25][CH:26]=4)[N:21]=3)=[CH:16][CH:17]=2)=[CH:8][CH:7]=1.[CH3:33][C:34]1([CH3:47])[C@@H:36]([C:37]([O:39][CH2:40][CH3:41])=[O:38])[C@@H:35]1[C:42](OCC)=O, predict the reaction product. The product is: [Br:5][C:6]1[CH:32]=[CH:31][C:9]([CH2:10][N:11]2[C:12]3[CH:17]=[CH:16][C:15]([O:18][CH2:19][C:20]4[CH:29]=[CH:28][C:27]5[C:22](=[CH:23][CH:24]=[CH:25][CH:26]=5)[N:21]=4)=[CH:14][C:13]=3[N:30]=[C:42]2[C@H:35]2[C@H:36]([C:37]([O:39][CH2:40][CH3:41])=[O:38])[C:34]2([CH3:33])[CH3:47])=[CH:8][CH:7]=1. (4) The product is: [OH:29][Si:30]([CH3:38])([CH3:37])[C:2]1[CH:3]=[C:4]([CH:15]=[CH:16][CH:17]=1)[CH2:5][CH2:6][NH:7][C:8](=[O:14])[O:9][C:10]([CH3:13])([CH3:12])[CH3:11]. Given the reactants Br[C:2]1[CH:3]=[C:4]([CH:15]=[CH:16][CH:17]=1)[CH2:5][CH2:6][NH:7][C:8](=[O:14])[O:9][C:10]([CH3:13])([CH3:12])[CH3:11].CCN(C(C)C)C(C)C.C([O:29][Si:30]([CH3:38])([CH3:37])[Si:30]([O:29]CC)([CH3:38])[CH3:37])C, predict the reaction product. (5) Given the reactants C(Cl)(=O)C(Cl)=O.ClCCl.CS(C)=O.[Cl:14][C:15]1[CH:20]=[CH:19][C:18]([CH:21]([C:27]2[CH:32]=[CH:31][C:30]([C:33]([O:35][CH3:36])=[O:34])=[CH:29][CH:28]=2)[N:22]2[CH2:25][CH:24]([OH:26])[CH2:23]2)=[CH:17][CH:16]=1, predict the reaction product. The product is: [Cl:14][C:15]1[CH:20]=[CH:19][C:18]([C@@H:21]([C:27]2[CH:32]=[CH:31][C:30]([C:33]([O:35][CH3:36])=[O:34])=[CH:29][CH:28]=2)[N:22]2[CH2:23][C:24](=[O:26])[CH2:25]2)=[CH:17][CH:16]=1.